From a dataset of Reaction yield outcomes from USPTO patents with 853,638 reactions. Predict the reaction yield, written as a fraction of the theoretical maximum amount of product (1.0 means a 100% yield; for example, 0.34 means a 34% yield). (1) The reactants are [CH:1]12[CH:6]([NH:7][C:8](=[O:14])[O:9][C:10]([CH3:13])([CH3:12])[CH3:11])[CH:5]1[CH2:4][NH:3][CH2:2]2.Br[CH2:16][CH2:17][OH:18].C(Cl)(Cl)Cl.CO. The catalyst is C(#N)C. The product is [C:10]([O:9][C:8](=[O:14])[NH:7][CH:6]1[CH:1]2[CH:5]1[CH2:4][N:3]([CH2:16][CH2:17][OH:18])[CH2:2]2)([CH3:11])([CH3:13])[CH3:12]. The yield is 0.460. (2) The reactants are [F:1][C:2]([F:11])([F:10])[C:3]1[CH:4]=[C:5]([SH:9])[CH:6]=[CH:7][CH:8]=1.[Br:12][C:13]1[CH:18]=[C:17]([C:19]([F:22])([F:21])[F:20])[CH:16]=[CH:15][C:14]=1[CH:23]1[CH2:28][CH:27](CS([O-])(=O)=O)[CH2:26][CH2:25][O:24]1.C([O-])([O-])=O.[K+].[K+]. The catalyst is CN(C=O)C.O. The product is [Br:12][C:13]1[CH:18]=[C:17]([C:19]([F:20])([F:21])[F:22])[CH:16]=[CH:15][C:14]=1[CH:23]1[CH2:28][CH:27]([S:9][C:5]2[CH:6]=[CH:7][CH:8]=[C:3]([C:2]([F:1])([F:10])[F:11])[CH:4]=2)[CH2:26][CH2:25][O:24]1. The yield is 0.660. (3) The product is [Cl:18][C:19]1[CH:24]=[CH:23][C:22]([C@H:25]2[C@H:30]([OH:31])[C@@H:29]([OH:32])[C@H:28]([OH:33])[C@@H:27]([CH2:34][OH:35])[O:26]2)=[CH:21][C:20]=1[CH2:36][C:37]1[CH:38]=[CH:39][C:40]([O:43][CH2:12][CH2:13][O:14][CH2:15][CH2:16][F:17])=[CH:41][CH:42]=1. The reactants are CC1C=CC(S(O[CH2:12][CH2:13][O:14][CH2:15][CH2:16][F:17])(=O)=O)=CC=1.[Cl:18][C:19]1[CH:24]=[CH:23][C:22]([C@H:25]2[C@H:30]([OH:31])[C@@H:29]([OH:32])[C@H:28]([OH:33])[C@@H:27]([CH2:34][OH:35])[O:26]2)=[CH:21][C:20]=1[CH2:36][C:37]1[CH:42]=[CH:41][C:40]([OH:43])=[CH:39][CH:38]=1.C(=O)([O-])[O-].[Cs+].[Cs+]. The catalyst is CN(C=O)C.C(OCC)C. The yield is 0.0500. (4) The yield is 0.860. The reactants are [F:1][C:2]([F:12])([F:11])[CH2:3][CH2:4][S:5][CH2:6][CH2:7][C:8]([OH:10])=O.C(N1C=CN=C1)([N:15]1[CH:19]=[CH:18]N=C1)=O.Cl.N1C=CN=C1.[Cl:31][C:32]1(NCC)[CH:36]=[CH:35][N:34]([C:37]2[CH:38]=[N:39][CH:40]=[CH:41][CH:42]=2)[NH:33]1. The product is [Cl:31][C:32]1[C:36]([N:15]([CH2:19][CH3:18])[C:8](=[O:10])[CH2:7][CH2:6][S:5][CH2:4][CH2:3][C:2]([F:1])([F:12])[F:11])=[CH:35][N:34]([C:37]2[CH:38]=[N:39][CH:40]=[CH:41][CH:42]=2)[N:33]=1. The catalyst is C(#N)C. (5) The reactants are [C:1]([O:5][C:6]([NH:8][C@@:9]([CH3:20])([C:17]([OH:19])=O)[CH2:10][C:11]1[CH:16]=[CH:15][CH:14]=[CH:13][CH:12]=1)=[O:7])([CH3:4])([CH3:3])[CH3:2].Cl.CN(C)CCCN=C=NCC.O.ON1C2C=CC=CC=2N=N1.Cl.[NH2:45][CH2:46][C:47]([O:49][CH2:50][CH3:51])=[O:48].C(N(CC)CC)C. The catalyst is C(Cl)Cl. The product is [C:1]([O:5][C:6]([NH:8][C@@:9]([CH3:20])([C:17]([NH:45][CH2:46][C:47]([O:49][CH2:50][CH3:51])=[O:48])=[O:19])[CH2:10][C:11]1[CH:12]=[CH:13][CH:14]=[CH:15][CH:16]=1)=[O:7])([CH3:2])([CH3:3])[CH3:4]. The yield is 0.930.